This data is from Forward reaction prediction with 1.9M reactions from USPTO patents (1976-2016). The task is: Predict the product of the given reaction. (1) Given the reactants Cl[C:2]1[N:7]=[C:6](Cl)[CH:5]=[C:4]([CH3:9])[N:3]=1.[NH2:10][C:11]1[CH:16]=[CH:15][CH:14]=[CH:13][CH:12]=1.[CH3:17][C:18]1[CH:22]=[C:21]([CH3:23])[NH:20][N:19]=1, predict the reaction product. The product is: [CH3:17][C:18]1[CH:22]=[C:21]([CH3:23])[N:20]([C:2]2[N:7]=[C:6]([NH:10][C:11]3[CH:16]=[CH:15][CH:14]=[CH:13][CH:12]=3)[CH:5]=[C:4]([CH3:9])[N:3]=2)[N:19]=1. (2) Given the reactants [Br:1][C:2]1[C:7](=[O:8])[N:6]([CH2:9][C:10]([O:12]CC)=[O:11])[N:5]=[CH:4][C:3]=1[NH2:15].[H-].[Na+].[C:18]12([C:28](Cl)=[O:29])[CH2:27][CH:22]3[CH2:23][CH:24]([CH2:26][CH:20]([CH2:21]3)[CH2:19]1)[CH2:25]2.O, predict the reaction product. The product is: [Br:1][C:2]1[C:7](=[O:8])[N:6]([CH2:9][C:10]([OH:12])=[O:11])[N:5]=[CH:4][C:3]=1[NH:15][C:28]([C:18]12[CH2:27][CH:22]3[CH2:21][CH:20]([CH2:26][CH:24]([CH2:23]3)[CH2:25]1)[CH2:19]2)=[O:29]. (3) Given the reactants C(O[C:4]([C@@H:6]1[C@H:11]([O:12]C(=O)C)C=CC[O:7]1)=[O:5])C.C[N+]1([O-])CC[O:20][CH2:19]C1.S(S([O-])=O)([O-])=O.[Na+].[Na+].[O-][Si]([O-])=O.[Mg+2].[CH2:37]1[CH2:41][O:40][CH2:39][CH2:38]1.[C:42]([OH:46])(C)(C)[CH3:43].[OH2:47], predict the reaction product. The product is: [CH2:42]([O:46][C:19]([C@@H:38]1[C@H:39]([O:40][C:41](=[O:47])[CH3:37])[C@@H:4]([OH:5])[C@@H:6]([OH:7])[CH2:11][O:12]1)=[O:20])[CH3:43].